This data is from Catalyst prediction with 721,799 reactions and 888 catalyst types from USPTO. The task is: Predict which catalyst facilitates the given reaction. (1) Reactant: [OH:1][C:2]1[CH:22]=[CH:21][C:5]([C:6]([N:8]2[CH2:13][CH2:12][N:11]([C:14]([O:16][C:17]([CH3:20])([CH3:19])[CH3:18])=[O:15])[CH2:10][CH2:9]2)=[O:7])=[CH:4][CH:3]=1.[H-].[Na+].Cl[C:26]1[N:27]([CH2:34][C@:35]2([CH3:38])[CH2:37][O:36]2)[CH:28]=[C:29]([N+:31]([O-:33])=[O:32])[N:30]=1. Product: [CH3:37][C@@:35]1([CH2:38][O:1][C:2]2[CH:3]=[CH:4][C:5]([C:6]([N:8]3[CH2:9][CH2:10][N:11]([C:14]([O:16][C:17]([CH3:19])([CH3:18])[CH3:20])=[O:15])[CH2:12][CH2:13]3)=[O:7])=[CH:21][CH:22]=2)[O:36][C:26]2=[N:30][C:29]([N+:31]([O-:33])=[O:32])=[CH:28][N:27]2[CH2:34]1. The catalyst class is: 3. (2) Reactant: Br[C:2]1[CH:6]=[C:5]([C:7]2[CH:12]=[CH:11][C:10]([CH:13]=[CH2:14])=[CH:9][CH:8]=2)[S:4][C:3]=1[C:15]1[CH:20]=[CH:19][CH:18]=[CH:17][CH:16]=1.[Li]CCCC.[F:26][C:27]1([F:38])[C:31]([F:32])=[C:30](F)[C:29]([F:35])([F:34])[C:28]1([F:37])[F:36]. Product: [F:32][C:31]1[C:27]([F:26])([F:38])[C:28]([F:36])([F:37])[C:29]([F:34])([F:35])[C:30]=1[C:2]1[CH:6]=[C:5]([C:7]2[CH:12]=[CH:11][C:10]([CH:13]=[CH2:14])=[CH:9][CH:8]=2)[S:4][C:3]=1[C:15]1[CH:20]=[CH:19][CH:18]=[CH:17][CH:16]=1. The catalyst class is: 28. (3) Reactant: [Cl:1][C:2]1[CH:16]=[CH:15][CH:14]=[CH:13][C:3]=1[CH2:4][NH:5][C:6](=[O:12])[C:7]([CH3:11])([CH3:10])[CH2:8]O.[C:17]1(=[O:27])[NH:21][C:20](=[O:22])[C:19]2=[CH:23][CH:24]=[CH:25][CH:26]=[C:18]12.C1C=CC(P(C2C=CC=CC=2)C2C=CC=CC=2)=CC=1.CC(OC(/N=N/C(OC(C)C)=O)=O)C. Product: [Cl:1][C:2]1[CH:16]=[CH:15][CH:14]=[CH:13][C:3]=1[CH2:4][NH:5][C:6](=[O:12])[C:7]([CH3:11])([CH3:10])[CH2:8][N:21]1[C:17](=[O:27])[C:18]2[C:19](=[CH:23][CH:24]=[CH:25][CH:26]=2)[C:20]1=[O:22]. The catalyst class is: 1. (4) The catalyst class is: 4. Product: [Br:1][C:2]1[CH:7]=[CH:6][C:5]([C@@H:8]([NH:10][S:17]([CH3:20])(=[O:19])=[O:18])[CH3:9])=[CH:4][CH:3]=1. Reactant: [Br:1][C:2]1[CH:7]=[CH:6][C:5]([C@@H:8]([NH2:10])[CH3:9])=[CH:4][CH:3]=1.N1C=CC=CC=1.[S:17](Cl)([CH3:20])(=[O:19])=[O:18].